Dataset: Full USPTO retrosynthesis dataset with 1.9M reactions from patents (1976-2016). Task: Predict the reactants needed to synthesize the given product. (1) Given the product [C:1]1([CH:7]=[CH:8][C:9]2[CH:10]=[CH:11][CH:12]=[CH:13][CH:14]=2)[CH:6]=[CH:5][CH:4]=[CH:3][CH:2]=1, predict the reactants needed to synthesize it. The reactants are: [C:1]1(/[CH:7]=[CH:8]/[C:9]2[CH:14]=[CH:13][CH:12]=[CH:11][CH:10]=2)[CH:6]=[CH:5][CH:4]=[CH:3][CH:2]=1. (2) Given the product [Cl:5][C:6]1[CH:11]=[C:10]([C:12]([NH:3][C:2]([NH:28][C:20]2[CH:21]=[C:22]([C:24]([F:26])([F:27])[F:25])[CH:23]=[C:18]([O:17][CH3:16])[CH:19]=2)=[S:1])=[O:13])[CH:9]=[C:8]([CH3:15])[N:7]=1, predict the reactants needed to synthesize it. The reactants are: [S-:1][C:2]#[N:3].[Na+].[Cl:5][C:6]1[CH:11]=[C:10]([C:12](Cl)=[O:13])[CH:9]=[C:8]([CH3:15])[N:7]=1.[CH3:16][O:17][C:18]1[CH:19]=[C:20]([NH2:28])[CH:21]=[C:22]([C:24]([F:27])([F:26])[F:25])[CH:23]=1. (3) The reactants are: [Cl-].[Ca+2].[Cl-].[BH4-].[Na+].C[O:7][C:8]([CH2:10][C:11]1[CH:20]=[C:19]([C:21]#[N:22])[C:18]([Cl:23])=[CH:17][C:12]=1[C:13](OC)=[O:14])=O.COC(CC1C(Cl)=C(C#N)C=CC=1C(OC)=O)=O. Given the product [Cl:23][C:18]1[CH:17]=[C:12]([CH2:13][OH:14])[C:11]([CH2:10][CH2:8][OH:7])=[CH:20][C:19]=1[C:21]#[N:22], predict the reactants needed to synthesize it. (4) Given the product [F:12][C:13]1[CH:14]=[C:15]([CH:25]([NH:27][C:1](=[O:11])[CH:2]=[CH:3][C:4]2[CH:5]=[CH:6][CH:7]=[CH:8][CH:9]=2)[CH3:26])[CH:16]=[C:17]([N:19]2[CH2:24][CH2:23][O:22][CH2:21][CH2:20]2)[CH:18]=1, predict the reactants needed to synthesize it. The reactants are: [C:1]([OH:11])(=O)[CH:2]=[CH:3][C:4]1[CH:9]=[CH:8][CH:7]=[CH:6][CH:5]=1.[F:12][C:13]1[CH:14]=[C:15]([CH:25]([NH2:27])[CH3:26])[CH:16]=[C:17]([N:19]2[CH2:24][CH2:23][O:22][CH2:21][CH2:20]2)[CH:18]=1.CCN=C=NCCCN(C)C.Cl.CCN(CC)CC. (5) Given the product [Cl:25][C:17]1[C:18]2[CH:24]=[CH:23][CH:22]=[CH:21][C:19]=2[S:20][C:16]=1[CH2:15][O:14][C:10]1[CH:11]=[CH:12][CH:13]=[C:4]([C:3]([OH:26])=[O:2])[C:5]=1[C:6]([OH:8])=[O:7], predict the reactants needed to synthesize it. The reactants are: C[O:2][C:3](=[O:26])[C:4]1[C:5](=[C:10]([O:14][CH2:15][C:16]2[S:20][C:19]3[CH:21]=[CH:22][CH:23]=[CH:24][C:18]=3[C:17]=2[Cl:25])[CH:11]=[CH:12][CH:13]=1)[C:6]([O:8]C)=[O:7]. (6) Given the product [Br:28][C:29]1[CH:42]=[CH:41][C:32]([CH2:33][C:34]2[O:35][C:36]([CH3:40])=[C:37]([CH3:39])[C:38]=2[C:9]([C:8]2[CH:12]=[CH:13][C:14]([O:15][CH3:16])=[C:6]([CH:1]3[CH2:2][CH2:3][CH2:4][CH2:5]3)[CH:7]=2)=[O:11])=[CH:31][CH:30]=1, predict the reactants needed to synthesize it. The reactants are: [CH:1]1([C:6]2[CH:7]=[C:8]([CH:12]=[CH:13][C:14]=2[O:15][CH3:16])[C:9]([OH:11])=O)[CH2:5][CH2:4][CH2:3][CH2:2]1.C(Cl)(=O)C(Cl)=O.[Sn](Cl)(Cl)(Cl)Cl.[Br:28][C:29]1[CH:42]=[CH:41][C:32]([CH2:33][C:34]2[O:35][C:36]([CH3:40])=[C:37]([CH3:39])[CH:38]=2)=[CH:31][CH:30]=1. (7) Given the product [NH2:23][C:20]1[N:21]=[CH:22][C:17]([C:3]2[CH:4]=[CH:5][C:6]([C:25]3[C:26]([S:31]([NH:34][C@@H:35]4[CH2:40][CH2:39][CH2:38][CH2:37][C@@H:36]4[OH:41])(=[O:32])=[O:33])=[CH:27][CH:28]=[CH:29][CH:30]=3)=[CH:7][C:2]=2[F:1])=[N:18][CH:19]=1, predict the reactants needed to synthesize it. The reactants are: [F:1][C:2]1[CH:7]=[C:6](B2OC(C)(C)C(C)(C)O2)[CH:5]=[CH:4][C:3]=1[C:17]1[N:18]=[CH:19][C:20]([NH2:23])=[N:21][CH:22]=1.Br[C:25]1[CH:30]=[CH:29][CH:28]=[CH:27][C:26]=1[S:31]([NH:34][C@@H:35]1[CH2:40][CH2:39][CH2:38][CH2:37][C@@H:36]1[OH:41])(=[O:33])=[O:32]. (8) Given the product [C:1]([NH:4][C:5]1[N:10]=[C:9]([CH2:11][CH2:12][C:13]([C:15]2[CH:16]=[CH:17][C:18]([NH:21][C:22]([C:24]3[C:25]([C:30]4[CH:31]=[CH:32][C:33]([C:36]([F:38])([F:37])[F:39])=[CH:34][CH:35]=4)=[CH:26][CH:27]=[CH:28][CH:29]=3)=[O:23])=[CH:19][CH:20]=2)=[O:14])[CH:8]=[CH:7][CH:6]=1)(=[O:3])[CH3:2], predict the reactants needed to synthesize it. The reactants are: [C:1]([NH:4][C:5]1[N:10]=[C:9](/[CH:11]=[CH:12]/[C:13]([C:15]2[CH:20]=[CH:19][C:18]([NH:21][C:22]([C:24]3[C:25]([C:30]4[CH:35]=[CH:34][C:33]([C:36]([F:39])([F:38])[F:37])=[CH:32][CH:31]=4)=[CH:26][CH:27]=[CH:28][CH:29]=3)=[O:23])=[CH:17][CH:16]=2)=[O:14])[CH:8]=[CH:7][CH:6]=1)(=[O:3])[CH3:2].[H][H].